From a dataset of Reaction yield outcomes from USPTO patents with 853,638 reactions. Predict the reaction yield, written as a fraction of the theoretical maximum amount of product (1.0 means a 100% yield; for example, 0.34 means a 34% yield). The catalyst is C(O)(C)C. The reactants are [CH2:1]=O.[CH:3](=[O:6])CC.C(N1[CH:18]=[CH:17]N=C1)(N1C=CN=C1)=O.[CH3:19][O:20][C:21]1[C:38]([O:39][CH3:40])=[CH:37][C:24]([C:25]([C:27]2[NH:31][N:30]=[N:29][C:28]=2[C:32]([O:34][CH2:35][CH3:36])=[O:33])=[O:26])=[C:23]([N+:41]([O-:43])=[O:42])[CH:22]=1. The product is [CH:17]([O:6][CH2:3][N:30]1[N:29]=[C:28]([C:32]([O:34][CH2:35][CH3:36])=[O:33])[C:27]([C:25](=[O:26])[C:24]2[CH:37]=[C:38]([O:39][CH3:40])[C:21]([O:20][CH3:19])=[CH:22][C:23]=2[N+:41]([O-:43])=[O:42])=[N:31]1)([CH3:18])[CH3:1]. The yield is 0.850.